Dataset: Forward reaction prediction with 1.9M reactions from USPTO patents (1976-2016). Task: Predict the product of the given reaction. (1) Given the reactants [C:1]([C:3]1[CH:4]=[CH:5][C:6]([F:35])=[C:7]2[C:11]=1[N:10]([S:12]([C:15]1[CH:21]=[CH:20][C:18]([CH3:19])=[CH:17][CH:16]=1)(=[O:14])=[O:13])[C:9]([C:22]1[CH2:27][CH2:26][N:25](C(OC(C)(C)C)=O)[CH2:24][CH:23]=1)=[CH:8]2)#[N:2].[ClH:36].CCOC(C)=O, predict the reaction product. The product is: [ClH:36].[F:35][C:6]1[CH:5]=[CH:4][C:3]([C:1]#[N:2])=[C:11]2[C:7]=1[CH:8]=[C:9]([C:22]1[CH2:27][CH2:26][NH:25][CH2:24][CH:23]=1)[N:10]2[S:12]([C:15]1[CH:21]=[CH:20][C:18]([CH3:19])=[CH:17][CH:16]=1)(=[O:13])=[O:14]. (2) Given the reactants Br[C:2]1[CH:7]=[C:6]([N:8]2[CH2:12][CH2:11][C@:10]([CH:15]3[CH2:17][CH2:16]3)([C:13]#[N:14])[C:9]2=[O:18])[CH:5]=[CH:4][N:3]=1.[CH:19]12[N:26]([C:27]3[CH:28]=[CH:29][C:30]([NH2:33])=[N:31][CH:32]=3)[CH:23](CC1)[CH2:22][O:21][CH2:20]2.C(=O)([O-])[O-].[K+].[K+].[CH:40]1(P(C2CCCCC2)C2C(OC)=CC=C(OC)C=2C2C(C(C)C)=CC(C(C)C)=CC=2C(C)C)CCCC[CH2:41]1.C(=O)([O-])O.[Na+], predict the reaction product. The product is: [CH:15]1([C@:10]2([C:13]#[N:14])[CH2:11][CH2:12][N:8]([C:6]3[CH:5]=[CH:4][N:3]=[C:2]([NH:33][C:30]4[CH:29]=[CH:28][C:27]([N:26]5[CH2:19][CH:20]6[O:21][CH:22]([CH2:40][CH2:41]6)[CH2:23]5)=[CH:32][N:31]=4)[CH:7]=3)[C:9]2=[O:18])[CH2:17][CH2:16]1. (3) Given the reactants [NH2:1][C:2]([C:4]1[C:12]2[N:11]=[C:10]([C:13]3([NH:29]C(OCC4C5C=CC=CC=5C5C4=CC=CC=5)=O)[CH2:18][CH2:17][N:16]([C:19]([O:21][CH2:22][C:23]4[CH:28]=[CH:27][CH:26]=[CH:25][CH:24]=4)=[O:20])[CH2:15][CH2:14]3)[NH:9][C:8]=2[CH:7]=[CH:6][CH:5]=1)=[O:3], predict the reaction product. The product is: [NH2:29][C:13]1([C:10]2[NH:9][C:8]3[CH:7]=[CH:6][CH:5]=[C:4]([C:2]([NH2:1])=[O:3])[C:12]=3[N:11]=2)[CH2:18][CH2:17][N:16]([C:19]([O:21][CH2:22][C:23]2[CH:24]=[CH:25][CH:26]=[CH:27][CH:28]=2)=[O:20])[CH2:15][CH2:14]1. (4) Given the reactants [C:1]([C:3]1[C:8]([C:9]([F:12])([F:11])[F:10])=[CH:7][N:6]=[C:5]([NH:13][C:14]2[CH:19]=[CH:18][C:17]([CH:20]3[CH2:25][CH2:24][N:23]([C:26]([O:28][C:29]([CH3:32])([CH3:31])[CH3:30])=[O:27])[CH2:22][CH2:21]3)=[CH:16][CH:15]=2)[N:4]=1)#[CH:2].I[C:34]1[CH:39]=[CH:38][CH:37]=[CH:36][C:35]=1[C:40]1([C:44]([O:46][CH3:47])=[O:45])[CH2:43][CH2:42][CH2:41]1.C1C=CC(P(C2C=CC=CC=2)C2C=CC=CC=2)=CC=1, predict the reaction product. The product is: [CH3:47][O:46][C:44]([C:40]1([C:35]2[CH:36]=[CH:37][CH:38]=[CH:39][C:34]=2[C:2]#[C:1][C:3]2[C:8]([C:9]([F:10])([F:12])[F:11])=[CH:7][N:6]=[C:5]([NH:13][C:14]3[CH:15]=[CH:16][C:17]([CH:20]4[CH2:25][CH2:24][N:23]([C:26]([O:28][C:29]([CH3:32])([CH3:31])[CH3:30])=[O:27])[CH2:22][CH2:21]4)=[CH:18][CH:19]=3)[N:4]=2)[CH2:43][CH2:42][CH2:41]1)=[O:45].